Predict which catalyst facilitates the given reaction. From a dataset of Catalyst prediction with 721,799 reactions and 888 catalyst types from USPTO. (1) Reactant: [CH:1]([C:4]1[N:8]=[C:7]([N:9]2[CH2:14][CH2:13][CH:12]([OH:15])[CH2:11][CH2:10]2)[O:6][N:5]=1)([CH3:3])[CH3:2].C(N(CC)CC)C.[CH3:23][S:24](Cl)(=[O:26])=[O:25].C([O-])(O)=O.[Na+]. Product: [CH3:23][S:24]([O:15][CH:12]1[CH2:11][CH2:10][N:9]([C:7]2[O:6][N:5]=[C:4]([CH:1]([CH3:3])[CH3:2])[N:8]=2)[CH2:14][CH2:13]1)(=[O:26])=[O:25]. The catalyst class is: 2. (2) Reactant: [F:1][C:2]1([F:8])[CH2:4][CH:3]1[C:5](O)=[O:6].C1C=CC2N(O)N=NC=2C=1.C(Cl)CCl.C(=O)(O)[O-].[Na+].[O:28]1[CH2:33][CH2:32][N:31]([CH2:34][C:35]2[CH:36]=[CH:37][C:38]3[N:42]=[C:41]([C:43]4[C:51]5[C:46](=[CH:47][CH:48]=[C:49]([NH2:52])[CH:50]=5)[N:45]([CH:53]5[CH2:58][CH2:57][CH2:56][CH2:55][O:54]5)[N:44]=4)[NH:40][C:39]=3[CH:59]=2)[CH2:30][CH2:29]1. The catalyst class is: 3. Product: [F:1][C:2]1([F:8])[CH2:4][CH:3]1[C:5]([NH:52][C:49]1[CH:50]=[C:51]2[C:46](=[CH:47][CH:48]=1)[N:45]([CH:53]1[CH2:58][CH2:57][CH2:56][CH2:55][O:54]1)[N:44]=[C:43]2[C:41]1[NH:42][C:38]2[CH:37]=[CH:36][C:35]([CH2:34][N:31]3[CH2:32][CH2:33][O:28][CH2:29][CH2:30]3)=[CH:59][C:39]=2[N:40]=1)=[O:6]. (3) Reactant: Br[C:2]1[CH:3]=[C:4]2[C:9](=[CH:10][CH:11]=1)[N:8]=[C:7]([O:12][CH3:13])[CH:6]=[CH:5]2.[B:14]1([B:14]2[O:18][C:17]([CH3:20])([CH3:19])[C:16]([CH3:22])([CH3:21])[O:15]2)[O:18][C:17]([CH3:20])([CH3:19])[C:16]([CH3:22])([CH3:21])[O:15]1.CC([O-])=O.[Na+]. Product: [CH3:13][O:12][C:7]1[CH:6]=[CH:5][C:4]2[C:9](=[CH:10][CH:11]=[C:2]([B:14]3[O:18][C:17]([CH3:20])([CH3:19])[C:16]([CH3:22])([CH3:21])[O:15]3)[CH:3]=2)[N:8]=1. The catalyst class is: 151. (4) Reactant: F[C:2](F)(F)[C:3](O)=O.FC(F)(F)C(O)=O.N[CH:16]1[CH2:19][N:18]([C:20]2[C:28]([C:29]#[N:30])=[CH:27][C:23]([C:24]([OH:26])=[O:25])=[C:22]([CH3:31])[N:21]=2)[CH2:17]1.ClC(Cl)(Cl)COC(=O)[NH:37][S:38]([C:41]1[S:42][C:43]([Cl:46])=[CH:44][CH:45]=1)(=[O:40])=[O:39].CCN(C(C)C)C(C)C.C[C:60]([N:62]([CH3:64])[CH3:63])=[O:61]. Product: [Cl:46][C:43]1[S:42][C:41]([S:38]([NH:37][C:60]([N:62]2[CH2:64][CH2:17][N:18]([C:20]3[C:28]([C:29]#[N:30])=[CH:27][C:23]([C:24]([O:26][CH2:2][CH3:3])=[O:25])=[C:22]([CH3:31])[N:21]=3)[CH:19]([CH3:16])[CH2:63]2)=[O:61])(=[O:40])=[O:39])=[CH:45][CH:44]=1. The catalyst class is: 142.